The task is: Predict the product of the given reaction.. This data is from Forward reaction prediction with 1.9M reactions from USPTO patents (1976-2016). (1) Given the reactants CC1(C)C(C)(C)OB([C:9]2[CH2:14][CH2:13][N:12]([C:15]([O:17][C:18]([CH3:21])([CH3:20])[CH3:19])=[O:16])[CH2:11][CH:10]=2)O1.Br[C:24]1[C:32]2[O:31][CH2:30][O:29][C:28]=2[CH:27]=[CH:26][CH:25]=1.C([O-])([O-])=O.[Na+].[Na+].C1(P(C2C=CC=CC=2)C2C=CC=CC=2)C=CC=CC=1, predict the reaction product. The product is: [C:18]([O:17][C:15]([N:12]1[CH2:11][CH:10]=[C:9]([C:24]2[C:32]3[O:31][CH2:30][O:29][C:28]=3[CH:27]=[CH:26][CH:25]=2)[CH2:14][CH2:13]1)=[O:16])([CH3:19])([CH3:20])[CH3:21]. (2) Given the reactants [NH2:1][CH2:2][C:3]#[N:4].[C:5]([N:13]=[C:14]=[O:15])(=[O:12])[C:6]1[CH:11]=[CH:10][CH:9]=[CH:8][CH:7]=1, predict the reaction product. The product is: [NH:4]=[C:3]1[N:13]([C:5]([C:6]2[CH:7]=[CH:8][CH:9]=[CH:10][CH:11]=2)=[O:12])[C:14](=[O:15])[NH:1][CH2:2]1. (3) Given the reactants CS([N:5]1[C:9]([CH3:10])=[CH:8][C:7]([NH:11][C:12]2[N:13]=[C:14]([CH2:24]OS(C)(=O)=O)[C:15]3[C:20]([CH:21]=2)=[CH:19][C:18]([O:22][CH3:23])=[CH:17][CH:16]=3)=[N:6]1)(=O)=O.[NH:30]1[CH:34]=[CH:33][N:32]=[CH:31]1, predict the reaction product. The product is: [N:30]1([CH2:24][C:14]2[C:15]3[C:20](=[CH:19][C:18]([O:22][CH3:23])=[CH:17][CH:16]=3)[CH:21]=[C:12]([NH:11][C:7]3[CH:8]=[C:9]([CH3:10])[NH:5][N:6]=3)[N:13]=2)[CH:34]=[CH:33][N:32]=[CH:31]1. (4) Given the reactants [Br:1][C:2]1[CH:7]=[CH:6][C:5]([C@H:8]([C:18]2[CH:23]=[CH:22][CH:21]=[CH:20][C:19]=2[CH3:24])[CH2:9][C:10]([C:12]2[CH:17]=[CH:16][N:15]=[N:14][CH:13]=2)=O)=[CH:4][CH:3]=1.C(=O)([O-])O.[Na+].Cl.[NH2:31][OH:32], predict the reaction product. The product is: [Br:1][C:2]1[CH:7]=[CH:6][C:5]([C@H:8]([C:18]2[CH:23]=[CH:22][CH:21]=[CH:20][C:19]=2[CH3:24])[CH2:9]/[C:10](/[C:12]2[CH:17]=[CH:16][N:15]=[N:14][CH:13]=2)=[N:31]\[OH:32])=[CH:4][CH:3]=1. (5) Given the reactants [Br:1][C:2]1[CH:7]=[CH:6][C:5]([N:8]2[C:12](C(O)=O)=[C:11]([CH2:16][CH3:17])[N:10]=[N:9]2)=[CH:4][CH:3]=1.C([N:20]([CH2:23]C)CC)C.C1(P(N=[N+]=[N-])(C2C=CC=CC=2)=[O:32])C=CC=CC=1.[F:42][C:43]([F:54])([F:53])[C:44]1[CH:45]=[C:46]([C@H:50]([OH:52])[CH3:51])[CH:47]=[CH:48][CH:49]=1, predict the reaction product. The product is: [F:42][C:43]([F:53])([F:54])[C:44]1[CH:45]=[C:46]([C@H:50]([O:52][C:23](=[O:32])[NH:20][C:12]2[N:8]([C:5]3[CH:4]=[CH:3][C:2]([Br:1])=[CH:7][CH:6]=3)[N:9]=[N:10][C:11]=2[CH2:16][CH3:17])[CH3:51])[CH:47]=[CH:48][CH:49]=1. (6) Given the reactants Cl[C:2]1[N:7]=[CH:6][N:5]=[C:4]([NH2:8])[CH:3]=1.[N:9]1[CH:14]=[CH:13][CH:12]=[C:11](B(O)O)[CH:10]=1.C([O-])([O-])=O.[Na+].[Na+], predict the reaction product. The product is: [N:9]1[CH:14]=[CH:13][CH:12]=[C:11]([C:2]2[N:7]=[CH:6][N:5]=[C:4]([NH2:8])[CH:3]=2)[CH:10]=1.